From a dataset of hERG Central: cardiac toxicity at 1µM, 10µM, and general inhibition. Predict hERG channel inhibition at various concentrations. The molecule is CCN1CCN(c2ccc(S(=O)(=O)N3CCCCC3)cc2NC(=O)c2ccc(C)o2)CC1. Results: hERG_inhib (hERG inhibition (general)): blocker.